Task: Predict the reactants needed to synthesize the given product.. Dataset: Full USPTO retrosynthesis dataset with 1.9M reactions from patents (1976-2016) (1) Given the product [NH2:2][C:1]1[C:3]([C:4]2[N:5]([C:24]3[CH:25]=[CH:26][C:27]([OH:30])=[CH:28][CH:29]=3)[C:6]3[CH:11]=[C:10]([O:12][C:13]4[CH:14]=[C:15]([NH:19][C:20](=[O:22])[CH3:21])[CH:16]=[CH:17][CH:18]=4)[N:9]=[CH:8][C:7]=3[N:23]=2)=[N:35][O:33][N:31]=1, predict the reactants needed to synthesize it. The reactants are: [C:1]([CH2:3][CH:4]1[NH:23][C:7]2[CH:8]=[N:9][C:10]([O:12][C:13]3[CH:14]=[C:15]([NH:19][C:20](=[O:22])[CH3:21])[CH:16]=[CH:17][CH:18]=3)=[CH:11][C:6]=2[N:5]1[C:24]1[CH:29]=[CH:28][C:27]([OH:30])=[CH:26][CH:25]=1)#[N:2].[N:31]([O-:33])=O.[Na+].[NH2:35]O.[NH4+].[Cl-]. (2) Given the product [F:18][C:2]([F:1])([F:17])[C:3]1[CH:4]=[CH:5][C:6]([N:11]2[C:15]([CH2:19][N:20]([CH3:22])[CH3:21])=[C:14]([CH3:16])[N:13]=[CH:12]2)=[C:7]([CH:10]=1)[C:8]#[N:9], predict the reactants needed to synthesize it. The reactants are: [F:1][C:2]([F:18])([F:17])[C:3]1[CH:4]=[CH:5][C:6]([N:11]2[CH:15]=[C:14]([CH3:16])[N:13]=[CH:12]2)=[C:7]([CH:10]=1)[C:8]#[N:9].[CH3:19][N+:20]([CH3:22])=[CH2:21].[I-]. (3) The reactants are: [CH2:1]([C:3]1[CH:4]=[C:5]([O:12][CH3:13])[C:6]([F:11])=[C:7]([CH:10]=1)[CH:8]=[O:9])[CH3:2].[C-:14]#[N:15].[K+].OS([O-])=O.[Na+]. Given the product [CH2:1]([C:3]1[CH:4]=[C:5]([O:12][CH3:13])[C:6]([F:11])=[C:7]([CH:8]([OH:9])[C:14]#[N:15])[CH:10]=1)[CH3:2], predict the reactants needed to synthesize it. (4) Given the product [NH2:8][C:7]1[C:2]([F:1])=[C:3]([NH:12][CH2:13][C:14]2[CH:19]=[CH:18][C:17]([F:20])=[CH:16][CH:15]=2)[CH:4]=[CH:5][C:6]=1[NH:9][C:33](=[O:34])[O:35][CH2:36][CH3:37], predict the reactants needed to synthesize it. The reactants are: [F:1][C:2]1[C:7]([NH2:8])=[C:6]([N+:9]([O-])=O)[CH:5]=[CH:4][C:3]=1[NH:12][CH2:13][C:14]1[CH:19]=[CH:18][C:17]([F:20])=[CH:16][CH:15]=1.[Cl-].[NH4+].CCN(C(C)C)C(C)C.Cl[C:33]([O:35][CH2:36][CH3:37])=[O:34].